This data is from M1 muscarinic receptor antagonist screen with 61,756 compounds. The task is: Binary Classification. Given a drug SMILES string, predict its activity (active/inactive) in a high-throughput screening assay against a specified biological target. (1) The molecule is s1c(nn2c1nnc2c1cccnc1)c1cc(OC)c(OC)c(OC)c1. The result is 0 (inactive). (2) The compound is Brc1ccc(n2c(=O)[nH]c(N3CCOCC3)cc2=O)cc1. The result is 0 (inactive). (3) The molecule is Brc1oc(C(=O)Nc2cc(NC(=O)CCC)ccc2Cl)cc1. The result is 0 (inactive). (4) The compound is O=C1N(C(=O)C2C1C1CC2C=C1)CCCC(=O)Nc1c(OC)ccc(OC)c1. The result is 0 (inactive).